Dataset: Full USPTO retrosynthesis dataset with 1.9M reactions from patents (1976-2016). Task: Predict the reactants needed to synthesize the given product. Given the product [Br:23][C:24]1[C:25]([CH3:38])=[C:26]([CH3:37])[C:27]2[O:31][C:30]([CH2:32][N:8]3[CH2:9][CH2:10][C:5]4([O:4][CH2:3][CH2:2][O:1]4)[CH2:6][CH2:7]3)([CH3:33])[CH2:29][C:28]=2[C:35]=1[CH3:36], predict the reactants needed to synthesize it. The reactants are: [O:1]1[C:5]2([CH2:10][CH2:9][NH:8][CH2:7][CH2:6]2)[O:4][CH2:3][CH2:2]1.C(=O)([O-])[O-].[K+].[K+].CC(N(C)C)=O.[Br:23][C:24]1[C:25]([CH3:38])=[C:26]([CH3:37])[C:27]2[O:31][C:30]([CH2:33]I)([CH3:32])[CH2:29][C:28]=2[C:35]=1[CH3:36].